This data is from HIV replication inhibition screening data with 41,000+ compounds from the AIDS Antiviral Screen. The task is: Binary Classification. Given a drug SMILES string, predict its activity (active/inactive) in a high-throughput screening assay against a specified biological target. (1) The molecule is COc1cc(CSc2ccc(O)cc2)cc(OC)c1OC. The result is 0 (inactive). (2) The compound is CCOc1cn(C2OC(CO)C(O)C2O)c(=O)[nH]c1=O. The result is 0 (inactive). (3) The drug is COc1ccc(NC(=O)C(=O)C2NC(=S)NC2=O)c(OC)c1. The result is 0 (inactive). (4) The result is 0 (inactive). The drug is Cc1cc2c(c(C(=O)NCCC(=O)NC(C)C(=O)OCc3ccccc3)c1)Oc1c(cc(C)cc1C(=O)NCCC(=O)NC(C)C(=O)OCc1ccccc1)S2.